From a dataset of Forward reaction prediction with 1.9M reactions from USPTO patents (1976-2016). Predict the product of the given reaction. (1) Given the reactants [NH2:1][C:2]1[N:3]([CH3:24])[C:4](=[O:23])[C:5]2([C:15]3[C:10](=[CH:11][CH:12]=[C:13](Br)[CH:14]=3)[O:9][CH:8]([C:17]3[CH:22]=[CH:21][CH:20]=[CH:19][CH:18]=3)[CH2:7]2)[N:6]=1.[N:25]1[CH:30]=[CH:29][C:28](B(O)O)=[CH:27][CH:26]=1, predict the reaction product. The product is: [NH2:1][C:2]1[N:3]([CH3:24])[C:4](=[O:23])[C:5]2([C:15]3[C:10](=[CH:11][CH:12]=[C:13]([C:28]4[CH:29]=[CH:30][N:25]=[CH:26][CH:27]=4)[CH:14]=3)[O:9][CH:8]([C:17]3[CH:22]=[CH:21][CH:20]=[CH:19][CH:18]=3)[CH2:7]2)[N:6]=1. (2) The product is: [Cl:14][CH2:13][CH2:12][CH2:11][N:4]1[C:3](=[O:8])[C:2]([CH3:9])([CH3:1])[NH:6][C:5]1=[O:7]. Given the reactants [CH3:1][C:2]1([CH3:9])[NH:6][C:5](=[O:7])[NH:4][C:3]1=[O:8].Br[CH2:11][CH2:12][CH2:13][Cl:14].C([O-])([O-])=O.[Cs+].[Cs+].O, predict the reaction product. (3) Given the reactants [CH3:1][C:2]1[CH:3]=[C:4]([C:24]#N)[CH:5]=[C:6]2[C:10]=1[C:9](=[O:11])[N:8]([CH2:12][C:13]1[CH:18]=[CH:17][C:16]([O:19][C:20]([F:23])([F:22])[F:21])=[CH:15][CH:14]=1)[CH2:7]2.[OH-:26].[Na+].Cl.C[OH:30], predict the reaction product. The product is: [CH3:1][C:2]1[CH:3]=[C:4]([C:24]([OH:30])=[O:26])[CH:5]=[C:6]2[C:10]=1[C:9](=[O:11])[N:8]([CH2:12][C:13]1[CH:18]=[CH:17][C:16]([O:19][C:20]([F:23])([F:22])[F:21])=[CH:15][CH:14]=1)[CH2:7]2. (4) Given the reactants [Cl:1][C:2]1[N:3]=[C:4]([O:12][C@@H:13]([C@H:15]2[CH2:19][N:18]([C@@H](C3C=CC(OC)=CC=3)C)[C:17](=[O:30])[CH2:16]2)[CH3:14])[C:5]2[N:6]([N:8]=[CH:9][C:10]=2[CH3:11])[CH:7]=1, predict the reaction product. The product is: [Cl:1][C:2]1[N:3]=[C:4]([O:12][C@@H:13]([C@H:15]2[CH2:19][NH:18][C:17](=[O:30])[CH2:16]2)[CH3:14])[C:5]2[N:6]([N:8]=[CH:9][C:10]=2[CH3:11])[CH:7]=1. (5) Given the reactants O[CH2:2][C:3]1[CH:8]=[CH:7][N:6]2[C:9]([C:12]3[CH:13]=[C:14]([C:18]4[C:19]([C:24]#[N:25])=[CH:20][CH:21]=[CH:22][CH:23]=4)[CH:15]=[CH:16][CH:17]=3)=[CH:10][N:11]=[C:5]2[CH:4]=1.C(N(S(F)(F)[F:32])CC)C.C(=O)([O-])O.[Na+], predict the reaction product. The product is: [F:32][CH2:2][C:3]1[CH:8]=[CH:7][N:6]2[C:9]([C:12]3[CH:13]=[C:14]([C:18]4[C:19]([C:24]#[N:25])=[CH:20][CH:21]=[CH:22][CH:23]=4)[CH:15]=[CH:16][CH:17]=3)=[CH:10][N:11]=[C:5]2[CH:4]=1.